This data is from Forward reaction prediction with 1.9M reactions from USPTO patents (1976-2016). The task is: Predict the product of the given reaction. (1) Given the reactants [Br:1][C:2]1[CH:3]=[CH:4][C:5]2[O:14][CH2:13][CH2:12][C:11]3[C:7](=[N:8][NH:9][CH:10]=3)[C:6]=2[CH:15]=1.Cl[C:17]1[N:21]([CH:22]([CH3:24])[CH3:23])[N:20]=[CH:19][N:18]=1, predict the reaction product. The product is: [Br:1][C:2]1[CH:3]=[CH:4][C:5]2[O:14][CH2:13][CH2:12][C:11]3[C:7](=[N:8][N:9]([C:17]4[N:21]([CH:22]([CH3:24])[CH3:23])[N:20]=[CH:19][N:18]=4)[CH:10]=3)[C:6]=2[CH:15]=1. (2) Given the reactants [CH3:1][C@H:2]1[NH:7][CH2:6][CH2:5][N:4]([C:8]([C:10]2[N:14]=[CH:13][N:12]([C:15]3[CH:16]=[C:17]([CH3:21])[CH:18]=[CH:19][CH:20]=3)[N:11]=2)=[O:9])[CH2:3]1.[CH3:22][O:23][C:24]1[N:29]=[C:28]([C:30](O)=[O:31])[CH:27]=[CH:26][CH:25]=1.CN(C(ON1N=NC2C=CC=CC1=2)=[N+](C)C)C.[B-](F)(F)(F)F.CCN(C(C)C)C(C)C, predict the reaction product. The product is: [CH3:22][O:23][C:24]1[N:29]=[C:28]([C:30]([N:7]2[CH2:6][CH2:5][N:4]([C:8]([C:10]3[N:14]=[CH:13][N:12]([C:15]4[CH:16]=[C:17]([CH3:21])[CH:18]=[CH:19][CH:20]=4)[N:11]=3)=[O:9])[CH2:3][C@H:2]2[CH3:1])=[O:31])[CH:27]=[CH:26][CH:25]=1.